Dataset: Forward reaction prediction with 1.9M reactions from USPTO patents (1976-2016). Task: Predict the product of the given reaction. (1) Given the reactants [NH2:1][C:2]1[N:7]=[CH:6][N:5]=[C:4]2[N:8]([C@@H:25]3[CH2:30][CH2:29][CH2:28][N:27](C(OC(C)(C)C)=O)[CH2:26]3)[N:9]=[C:10]([C:11]3[CH:16]=[CH:15][C:14]([O:17][C:18]4[CH:23]=[CH:22][CH:21]=[CH:20][CH:19]=4)=[C:13]([Cl:24])[CH:12]=3)[C:3]=12.Cl.[Na+].C(=O)(O)[O-], predict the reaction product. The product is: [Cl:24][C:13]1[CH:12]=[C:11]([C:10]2[C:3]3[C:4](=[N:5][CH:6]=[N:7][C:2]=3[NH2:1])[N:8]([C@@H:25]3[CH2:30][CH2:29][CH2:28][NH:27][CH2:26]3)[N:9]=2)[CH:16]=[CH:15][C:14]=1[O:17][C:18]1[CH:19]=[CH:20][CH:21]=[CH:22][CH:23]=1. (2) Given the reactants [NH2:1][C@H:2]([C:28]([OH:30])=[O:29])[CH2:3][CH2:4][CH2:5][NH:6][C:7](=[NH:27])[NH:8][S:9]([C:12]1[C:25]([CH3:26])=[C:23]([CH3:24])[C:22]2[O:21][C:18]([CH3:20])([CH3:19])[CH2:17][CH2:16][C:15]=2[C:13]=1[CH3:14])(=[O:11])=[O:10].[C:31](O[C:31]([O:32][CH2:33][CH:34]=[CH2:35])=[O:36])(=[O:36])[O:32][CH2:33][CH:34]=[CH2:35].C([O-])([O-])=O.[Na+].[Na+], predict the reaction product. The product is: [NH:1]([C:31]([O:32][CH2:33][CH:34]=[CH2:35])=[O:36])[C@H:2]([C:28]([OH:30])=[O:29])[CH2:3][CH2:4][CH2:5][NH:6][C:7](=[NH:27])[NH:8][S:9]([C:12]1[C:25]([CH3:26])=[C:23]([CH3:24])[C:22]2[O:21][C:18]([CH3:20])([CH3:19])[CH2:17][CH2:16][C:15]=2[C:13]=1[CH3:14])(=[O:11])=[O:10]. (3) Given the reactants [CH3:1][O:2][C:3]([C:5]1[CH:9]([CH:10]([CH3:12])[CH3:11])[CH:8]([C:13]([O:15][CH2:16][C:17]2[CH:22]=[CH:21][CH:20]=[CH:19][CH:18]=2)=[O:14])[N:7]([C:23]2[CH:28]=[CH:27][C:26]([F:29])=[CH:25][CH:24]=2)[N:6]=1)=[O:4].C1COCC1, predict the reaction product. The product is: [CH3:1][O:2][C:3]([C:5]1[C:9]([CH:10]([CH3:12])[CH3:11])=[C:8]([C:13]([O:15][CH2:16][C:17]2[CH:22]=[CH:21][CH:20]=[CH:19][CH:18]=2)=[O:14])[N:7]([C:23]2[CH:28]=[CH:27][C:26]([F:29])=[CH:25][CH:24]=2)[N:6]=1)=[O:4].